Dataset: Choline transporter screen with 302,306 compounds. Task: Binary Classification. Given a drug SMILES string, predict its activity (active/inactive) in a high-throughput screening assay against a specified biological target. (1) The compound is S(=O)(=O)(Nc1nc(/C=C\c2c(F)cccc2)ccn1)c1ccc(N)cc1. The result is 0 (inactive). (2) The drug is S(=O)(=O)(N(CC(=O)Nc1c(F)cccc1)c1cc(ccc1)C(=O)C)C. The result is 0 (inactive). (3) The compound is S=C(NNC(=O)CCN1CCOCC1)NC(=O)c1ccccc1. The result is 0 (inactive). (4) The molecule is O(CC(=O)NCCNC(=O)COC(=O)c1c(OC)c(OC)ccc1)C(=O)c1c(OC)c(OC)ccc1. The result is 0 (inactive). (5) The compound is [O-][N+](=O)c1cc2ncn(c2cc1)c1ccc(N)cc1. The result is 0 (inactive).